From a dataset of NCI-60 drug combinations with 297,098 pairs across 59 cell lines. Regression. Given two drug SMILES strings and cell line genomic features, predict the synergy score measuring deviation from expected non-interaction effect. Drug 1: CN(C(=O)NC(C=O)C(C(C(CO)O)O)O)N=O. Drug 2: CC1CCCC2(C(O2)CC(NC(=O)CC(C(C(=O)C(C1O)C)(C)C)O)C(=CC3=CSC(=N3)C)C)C. Cell line: NCIH23. Synergy scores: CSS=47.0, Synergy_ZIP=2.16, Synergy_Bliss=-0.519, Synergy_Loewe=-16.4, Synergy_HSA=-0.261.